Task: Predict the product of the given reaction.. Dataset: Forward reaction prediction with 1.9M reactions from USPTO patents (1976-2016) (1) Given the reactants [F:1][C:2]1[CH:7]=[CH:6][C:5]([C:8]2[N:9]=[CH:10][N:11]([C:13]3[CH:14]=[N:15][CH:16]=[CH:17][CH:18]=3)[CH:12]=2)=[CH:4][CH:3]=1.C1C(=O)N([Br:26])C(=O)C1, predict the reaction product. The product is: [Br:26][C:12]1[N:11]([C:13]2[CH:14]=[N:15][CH:16]=[CH:17][CH:18]=2)[CH:10]=[N:9][C:8]=1[C:5]1[CH:4]=[CH:3][C:2]([F:1])=[CH:7][CH:6]=1. (2) Given the reactants Cl.Cl[CH2:3][CH:4]1[CH2:7][N:6]([CH:8]([CH3:10])[CH3:9])[CH2:5]1.[OH:11][C:12]1[CH:17]=[CH:16][C:15]([C:18]2([C:24]#[N:25])[CH2:23][CH2:22][O:21][CH2:20][CH2:19]2)=[CH:14][CH:13]=1.C(=O)([O-])[O-].[K+].[K+].[I-].[K+], predict the reaction product. The product is: [CH:8]([N:6]1[CH2:7][CH:4]([CH2:3][O:11][C:12]2[CH:17]=[CH:16][C:15]([C:18]3([C:24]#[N:25])[CH2:23][CH2:22][O:21][CH2:20][CH2:19]3)=[CH:14][CH:13]=2)[CH2:5]1)([CH3:10])[CH3:9].